Task: Predict the product of the given reaction.. Dataset: Forward reaction prediction with 1.9M reactions from USPTO patents (1976-2016) (1) The product is: [CH2:20]([O:8][C:7]1[C:9]([O:10][CH3:11])=[CH:12][C:2]([CH:1]=[O:13])=[CH:3][C:4]=1[O:5][CH3:6])[C:21]1[CH:26]=[CH:25][CH:24]=[CH:23][CH:22]=1. Given the reactants [CH:1](=[O:13])[C:2]1[CH:12]=[C:9]([O:10][CH3:11])[C:7]([OH:8])=[C:4]([O:5][CH3:6])[CH:3]=1.C([O-])([O-])=O.[K+].[K+].[CH2:20](Br)[C:21]1[CH:26]=[CH:25][CH:24]=[CH:23][CH:22]=1, predict the reaction product. (2) Given the reactants [CH3:1][N:2]1[CH2:11][CH2:10][C:9]2[C:4](=[CH:5][C:6]([N+:12]([O-])=O)=[CH:7][CH:8]=2)[CH2:3]1.[CH3:15][C:16](OC(C)=O)=[O:17], predict the reaction product. The product is: [CH3:1][N:2]1[CH2:11][CH2:10][C:9]2[C:4](=[CH:5][C:6]([NH:12][C:16](=[O:17])[CH3:15])=[CH:7][CH:8]=2)[CH2:3]1. (3) Given the reactants C([O:3][C:4](=[O:32])[CH2:5][S:6][C:7]1[S:11][C:10]([NH:12][C:13]([N:15]([C:22]2[CH:27]=[CH:26][CH:25]=[C:24]([NH:28][C:29](=[O:31])[CH3:30])[CH:23]=2)[CH2:16][CH:17]2[CH2:21][CH2:20][CH2:19][CH2:18]2)=[O:14])=[N:9][CH:8]=1)C.C1(CN(C2C=CC(F)=C(F)C=2)C(=O)NC2SC=C(CC(O)=O)N=2)CCCC1.NC1C=C(NC(=O)C)C=CC=1.C1(C=O)CCCC1.C(OC(=O)CSC1SC(N)=NC=1)C, predict the reaction product. The product is: [C:29]([NH:28][C:24]1[CH:23]=[C:22]([N:15]([CH2:16][CH:17]2[CH2:21][CH2:20][CH2:19][CH2:18]2)[C:13](=[O:14])[NH:12][C:10]2[S:11][C:7]([S:6][CH2:5][C:4]([OH:32])=[O:3])=[CH:8][N:9]=2)[CH:27]=[CH:26][CH:25]=1)(=[O:31])[CH3:30]. (4) Given the reactants [CH3:1][N:2]([CH3:21])[S:3]([C:6]1[C:7](F)=[CH:8][C:9]([O:17][CH2:18][CH3:19])=[C:10]([CH:16]=1)[C:11]([O:13][CH2:14][CH3:15])=[O:12])(=[O:5])=[O:4].[CH3:22][NH:23][CH3:24], predict the reaction product. The product is: [CH3:22][N:23]([CH3:24])[C:7]1[C:6]([S:3](=[O:5])(=[O:4])[N:2]([CH3:21])[CH3:1])=[CH:16][C:10]([C:11]([O:13][CH2:14][CH3:15])=[O:12])=[C:9]([O:17][CH2:18][CH3:19])[CH:8]=1. (5) Given the reactants I[C:2]1[CH:3]=[C:4]([CH2:8][CH2:9][N:10]2[CH2:15][CH2:14][N:13]([C:16]3[CH:25]=[CH:24][CH:23]=[C:22]4[C:17]=3[CH:18]=[CH:19][C:20]([CH3:26])=[N:21]4)[CH2:12][CH2:11]2)[CH:5]=[CH:6][CH:7]=1.[NH:27]1[CH:31]2[CH2:32][CH2:33][CH2:34][CH2:35][CH:30]2[NH:29][C:28]1=[O:36], predict the reaction product. The product is: [CH3:26][C:20]1[CH:19]=[CH:18][C:17]2[C:22](=[CH:23][CH:24]=[CH:25][C:16]=2[N:13]2[CH2:14][CH2:15][N:10]([CH2:9][CH2:8][C:4]3[CH:3]=[C:2]([N:27]4[CH:31]5[CH2:32][CH2:33][CH2:34][CH2:35][CH:30]5[NH:29][C:28]4=[O:36])[CH:7]=[CH:6][CH:5]=3)[CH2:11][CH2:12]2)[N:21]=1. (6) Given the reactants C[O:2][C:3](=[O:40])[C@@H:4]([NH:8][S:9]([C:12]1[CH:17]=[CH:16][C:15]([C:18]2[CH:23]=[CH:22][C:21]([NH:24][C:25]([C:27]3[O:28][C:29]4[CH:36]=[CH:35][C:34]([Br:37])=[C:33]([O:38][CH3:39])[C:30]=4[C:31]=3[CH3:32])=[O:26])=[CH:20][CH:19]=2)=[CH:14][CH:13]=1)(=[O:11])=[O:10])[CH:5]([CH3:7])[CH3:6].[Li+].[OH-], predict the reaction product. The product is: [Br:37][C:34]1[CH:35]=[CH:36][C:29]2[O:28][C:27]([C:25]([NH:24][C:21]3[CH:20]=[CH:19][C:18]([C:15]4[CH:14]=[CH:13][C:12]([S:9]([NH:8][C@@H:4]([CH:5]([CH3:6])[CH3:7])[C:3]([OH:40])=[O:2])(=[O:10])=[O:11])=[CH:17][CH:16]=4)=[CH:23][CH:22]=3)=[O:26])=[C:31]([CH3:32])[C:30]=2[C:33]=1[O:38][CH3:39]. (7) Given the reactants [H-].[Na+].[N+:3]([C:6]1[CH:12]=[CH:11][CH:10]=[CH:9][C:7]=1[NH2:8])([O-:5])=[O:4].[C:13](O[C:13]([O:15][C:16]([CH3:19])([CH3:18])[CH3:17])=[O:14])([O:15][C:16]([CH3:19])([CH3:18])[CH3:17])=[O:14].S(OC)(O[CH3:32])(=O)=O, predict the reaction product. The product is: [C:16]([O:15][C:13]([N:8]([CH3:32])[C:7]1[CH:9]=[CH:10][CH:11]=[CH:12][C:6]=1[N+:3]([O-:5])=[O:4])=[O:14])([CH3:19])([CH3:18])[CH3:17]. (8) Given the reactants C([O:3]/[CH:4]=[CH:5]/[C:6]1[C:11]([C:12]([O:14][CH2:15][CH3:16])=[O:13])=[C:10]([NH:17][C:18]2[CH:23]=[CH:22][CH:21]=[C:20]([C:24]3[N:29]=[CH:28][CH:27]=[CH:26][N:25]=3)[CH:19]=2)[N:9]=[C:8]([S:30][CH3:31])[N:7]=1)C, predict the reaction product. The product is: [CH3:31][S:30][C:8]1[N:7]=[C:6]([CH2:5][CH:4]=[O:3])[C:11]([C:12]([O:14][CH2:15][CH3:16])=[O:13])=[C:10]([NH:17][C:18]2[CH:23]=[CH:22][CH:21]=[C:20]([C:24]3[N:29]=[CH:28][CH:27]=[CH:26][N:25]=3)[CH:19]=2)[N:9]=1. (9) Given the reactants [F:1][C:2]([F:12])([F:11])[C:3]([C:5]1[CH:10]=[CH:9][CH:8]=[CH:7][CH:6]=1)=O.[CH3:13][C@@H:14]([NH2:21])[C:15]1[CH:20]=[CH:19][CH:18]=[CH:17][CH:16]=1.O.C1(C)C=CC(S(O)(=O)=O)=CC=1, predict the reaction product. The product is: [C:15]1([C@H:14]([N:21]=[C:3]([C:5]2[CH:10]=[CH:9][CH:8]=[CH:7][CH:6]=2)[C:2]([F:12])([F:11])[F:1])[CH3:13])[CH:20]=[CH:19][CH:18]=[CH:17][CH:16]=1. (10) Given the reactants OP(O)(O)=O.[Br:6][C:7]1[CH:8]=[N:9][C:10]([O:16][C:17]2[CH:22]=[CH:21][C:20]([I:23])=[CH:19][CH:18]=2)=[C:11]([CH:15]=1)[C:12]([OH:14])=O, predict the reaction product. The product is: [Br:6][C:7]1[CH:15]=[C:11]2[C:12](=[O:14])[C:22]3[C:17](=[CH:18][CH:19]=[C:20]([I:23])[CH:21]=3)[O:16][C:10]2=[N:9][CH:8]=1.